From a dataset of Forward reaction prediction with 1.9M reactions from USPTO patents (1976-2016). Predict the product of the given reaction. Given the reactants [H-].[Na+].[Br:3][C:4]1[CH:5]=[C:6]2[C:10](=[CH:11][CH:12]=1)[NH:9][CH:8]=[CH:7]2.[H][H].[F:15][C:16]1[CH:23]=[CH:22][C:19]([CH2:20]Cl)=[CH:18][CH:17]=1, predict the reaction product. The product is: [Br:3][C:4]1[CH:5]=[C:6]2[C:10](=[CH:11][CH:12]=1)[N:9]([CH2:20][C:19]1[CH:22]=[CH:23][C:16]([F:15])=[CH:17][CH:18]=1)[CH:8]=[CH:7]2.